From a dataset of Forward reaction prediction with 1.9M reactions from USPTO patents (1976-2016). Predict the product of the given reaction. (1) Given the reactants C([O:14][C:15]([C:17]1([O:20]/[N:21]=[C:22](/[C:71]2[N:72]=[C:73]([NH:76]C(OC(C)(C)C)=O)[S:74][CH:75]=2)\[C:23]([NH:25][C@@H:26]2[C:29](=[O:30])[N:28]([S:31]([OH:34])(=[O:33])=[O:32])[C@@H:27]2[CH2:35][N:36]2[N:40]=[C:39]([CH2:41][N:42]([CH2:60][CH2:61][CH2:62][NH:63]C(OC(C)(C)C)=O)[C:43]([NH:52]C(OC(C)(C)C)=O)=[N:44]C(OC(C)(C)C)=O)[CH:38]=[N:37]2)=[O:24])[CH2:19][CH2:18]1)=[O:16])(C1C=CC=CC=1)C1C=CC=CC=1.C(O)(C(F)(F)F)=O, predict the reaction product. The product is: [NH2:63][CH2:62][CH2:61][CH2:60][N:42]([CH2:41][C:39]1[CH:38]=[N:37][N:36]([CH2:35][C@@H:27]2[C@H:26]([NH:25][C:23](=[O:24])/[C:22](=[N:21]\[O:20][C:17]3([C:15]([OH:16])=[O:14])[CH2:19][CH2:18]3)/[C:71]3[N:72]=[C:73]([NH2:76])[S:74][CH:75]=3)[C:29](=[O:30])[N:28]2[S:31]([OH:34])(=[O:32])=[O:33])[N:40]=1)[C:43]([NH2:52])=[NH:44]. (2) The product is: [O:1]=[C:2]1[N:6]2[CH2:7][CH2:8][NH:9][CH2:10][C@H:5]2[CH2:4][N:3]1[C@@H:11]1[CH2:20][CH2:19][CH2:17][C@H:12]1[C:13]([OH:15])=[O:14]. Given the reactants [O:1]=[C:2]1[N:6]2[CH2:7][CH2:8][NH:9][CH2:10][C@H:5]2[CH2:4][N:3]1[CH2:11][C:12]([CH3:17])(C)[C:13]([OH:15])=[O:14].N[C@@H:19]1CCC[C@H:20]1C(OCC)=O, predict the reaction product. (3) Given the reactants [Br:1][C:2]1[CH:7]=[CH:6][C:5]([CH:8]([C:19]2[CH:24]=[CH:23][C:22]([S:25]([CH3:28])(=[O:27])=[O:26])=[CH:21][CH:20]=2)[NH:9][C@H:10]([C:15]([O:17]C)=[O:16])[CH2:11][CH:12]([CH3:14])[CH3:13])=[CH:4][CH:3]=1.[Li+].[OH-], predict the reaction product. The product is: [Br:1][C:2]1[CH:7]=[CH:6][C:5]([CH:8]([C:19]2[CH:20]=[CH:21][C:22]([S:25]([CH3:28])(=[O:27])=[O:26])=[CH:23][CH:24]=2)[NH:9][C@H:10]([C:15]([OH:17])=[O:16])[CH2:11][CH:12]([CH3:14])[CH3:13])=[CH:4][CH:3]=1. (4) Given the reactants [Cl:1][C:2]1[CH:3]=[C:4]2[C:8](=[CH:9][CH:10]=1)[NH:7][CH:6]=[C:5]2[CH2:11][CH2:12][NH:13][C:14](=[O:23])[C:15]1[CH:20]=[CH:19][C:18]([CH2:21]Cl)=[CH:17][CH:16]=1.[C:24]([C:26]1[CH:27]=[C:28](B(O)O)[CH:29]=[CH:30][CH:31]=1)#[N:25].C(=O)([O-])[O-].[Na+].[Na+].[I-].[Na+], predict the reaction product. The product is: [Cl:1][C:2]1[CH:3]=[C:4]2[C:8](=[CH:9][CH:10]=1)[NH:7][CH:6]=[C:5]2[CH2:11][CH2:12][NH:13][C:14](=[O:23])[C:15]1[CH:20]=[CH:19][C:18]([CH2:21][C:30]2[CH:29]=[CH:28][CH:27]=[C:26]([C:24]#[N:25])[CH:31]=2)=[CH:17][CH:16]=1. (5) Given the reactants [Cl-].Cl[C:3]1[N:8]=[C:7]([C:9]2[S:13][CH:12]=[N:11][C:10]=2[C:14]2[CH:15]=[C:16]([NH:20][C:21](=[O:30])[C:22]3[C:27]([F:28])=[CH:26][CH:25]=[CH:24][C:23]=3[F:29])[CH:17]=[CH:18][CH:19]=2)[CH:6]=[CH:5][N:4]=1.[N:31]1([CH2:36][C:37]2[CH:38]=[C:39]([NH2:43])[CH:40]=[CH:41][CH:42]=2)[CH2:35][CH2:34][CH2:33][CH2:32]1, predict the reaction product. The product is: [F:29][C:23]1[CH:24]=[CH:25][CH:26]=[C:27]([F:28])[C:22]=1[C:21]([NH:20][C:16]1[CH:17]=[CH:18][CH:19]=[C:14]([C:10]2[N:11]=[CH:12][S:13][C:9]=2[C:7]2[CH:6]=[CH:5][N:4]=[C:3]([NH:43][C:39]3[CH:40]=[CH:41][CH:42]=[C:37]([CH2:36][N:31]4[CH2:32][CH2:33][CH2:34][CH2:35]4)[CH:38]=3)[N:8]=2)[CH:15]=1)=[O:30].